Task: Predict the reaction yield, written as a fraction of the theoretical maximum amount of product (1.0 means a 100% yield; for example, 0.34 means a 34% yield).. Dataset: Reaction yield outcomes from USPTO patents with 853,638 reactions (1) The reactants are C(O)(C(F)(F)F)=O.C(OC([NH:15][CH2:16][C@H:17]1[CH2:22][CH2:21][C@H:20]([NH:23][S:24]([CH:27]([CH3:29])[CH3:28])(=[O:26])=[O:25])[CH2:19][CH2:18]1)=O)(C)(C)C. The catalyst is C(Cl)Cl. The product is [NH2:15][CH2:16][C@H:17]1[CH2:18][CH2:19][C@H:20]([NH:23][S:24]([CH:27]([CH3:29])[CH3:28])(=[O:26])=[O:25])[CH2:21][CH2:22]1. The yield is 0.970. (2) The reactants are [OH:1][C:2]1[CH:6]=[C:5]([C:7]([OH:9])=O)[O:4][N:3]=1.CN(C(ON1N=NC2C=CC=NC1=2)=[N+](C)C)C.F[P-](F)(F)(F)(F)F.CCN(C(C)C)C(C)C.C([O:45][C:46](=[O:61])[C@@:47]([OH:60])([CH3:59])[CH2:48][N:49]([CH2:51][C:52]1[CH:57]=[CH:56][C:55](Br)=[CH:54][CH:53]=1)[NH2:50])C.[Cl:62][C:63]1[CH:64]=[CH:65][C:66]([F:72])=[C:67](B(O)O)[CH:68]=1.C([O-])([O-])=O.[K+].[K+].CCO.[Li+].[OH-]. The catalyst is CN(C=O)C.[Pd].O. The product is [Cl:62][C:63]1[CH:68]=[CH:67][C:66]([F:72])=[C:65]([C:55]2[CH:54]=[CH:53][C:52]([CH2:51][N:49]([CH2:48][C@:47]([OH:60])([CH3:59])[C:46]([OH:45])=[O:61])[NH:50][C:7]([C:5]3[O:4][N:3]=[C:2]([OH:1])[CH:6]=3)=[O:9])=[CH:57][CH:56]=2)[CH:64]=1. The yield is 0.940. (3) The reactants are O[CH2:2][C:3]1[N:7]([CH2:8][CH2:9][CH2:10][C:11]([F:14])([F:13])[F:12])[C:6]2[CH:15]=[CH:16][C:17]([C:19]#[N:20])=[CH:18][C:5]=2[N:4]=1.S(Cl)(Cl)=O.[CH:25]1([N:28]2[CH2:37][C:36]3[C:31](=[CH:32][CH:33]=[CH:34][CH:35]=3)[NH:30][C:29]2=[O:38])[CH2:27][CH2:26]1.[H-].[Na+]. The catalyst is C(Cl)Cl.CN(C=O)C.O. The product is [CH:25]1([N:28]2[CH2:37][C:36]3[C:31](=[CH:32][CH:33]=[CH:34][CH:35]=3)[N:30]([CH2:2][C:3]3[N:7]([CH2:8][CH2:9][CH2:10][C:11]([F:14])([F:13])[F:12])[C:6]4[CH:15]=[CH:16][C:17]([C:19]#[N:20])=[CH:18][C:5]=4[N:4]=3)[C:29]2=[O:38])[CH2:27][CH2:26]1. The yield is 0.620. (4) The reactants are [NH2:1][C:2]1[CH:7]=[CH:6][C:5]([C:8]2[N:9]([CH:22]3[CH2:25][CH2:24][CH2:23]3)[C:10]3[C:15]([C:16]=2[C:17]#[N:18])=[CH:14][CH:13]=[C:12]([O:19][CH2:20][CH3:21])[CH:11]=3)=[CH:4][CH:3]=1.Cl[C:27]([O:29][C:30]1[CH:35]=[CH:34][C:33]([N+]([O-])=O)=C[CH:31]=1)=[O:28].N1C=CC=CC=1.C1(C(C)O)CC1. The catalyst is C(Cl)Cl.ClCCCl. The product is [CH:35]1([CH:30]([O:29][C:27](=[O:28])[NH:1][C:2]2[CH:3]=[CH:4][C:5]([C:8]3[N:9]([CH:22]4[CH2:23][CH2:24][CH2:25]4)[C:10]4[C:15]([C:16]=3[C:17]#[N:18])=[CH:14][CH:13]=[C:12]([O:19][CH2:20][CH3:21])[CH:11]=4)=[CH:6][CH:7]=2)[CH3:31])[CH2:34][CH2:33]1. The yield is 0.600. (5) The reactants are [Br:1][C:2]1[CH:3]=[C:4]2[C:8](=[CH:9][CH:10]=1)[NH:7][C:6](=[O:11])[CH2:5]2.[CH2:12]([N:14]([CH2:29][CH3:30])[CH2:15][CH2:16][CH2:17][NH:18][C:19]([C:21]1[NH:22][C:23]([CH:27]=O)=[C:24]([CH3:26])[CH:25]=1)=[O:20])[CH3:13]. No catalyst specified. The product is [CH2:29]([N:14]([CH2:12][CH3:13])[CH2:15][CH2:16][CH2:17][NH:18][C:19]([C:21]1[NH:22][C:23]([CH:27]=[C:5]2[C:4]3[C:8](=[CH:9][CH:10]=[C:2]([Br:1])[CH:3]=3)[NH:7][C:6]2=[O:11])=[C:24]([CH3:26])[CH:25]=1)=[O:20])[CH3:30]. The yield is 0.0800. (6) The reactants are [F-:1].[Cs+].Cl[C:4]1[C:9]([N+:10]([O-:12])=[O:11])=[CH:8][CH:7]=[CH:6][C:5]=1[CH3:13].Cl. The catalyst is CS(C)=O. The product is [F:1][C:4]1[C:9]([N+:10]([O-:12])=[O:11])=[CH:8][CH:7]=[CH:6][C:5]=1[CH3:13]. The yield is 0.820. (7) The reactants are [CH:1]12[CH2:7][CH:4]([CH2:5][CH2:6]1)[CH2:3][CH:2]2[C:8]1[NH:12][C:11]2[C:13]([O:35]C)=[CH:14][CH:15]=[C:16]([C:17]([NH:19][CH2:20][C@@H:21]3[CH2:26][CH2:25][C@H:24]([NH:27]C(=O)OC(C)(C)C)[CH2:23][CH2:22]3)=[O:18])[C:10]=2[N:9]=1.B(Br)(Br)Br. No catalyst specified. The product is [NH2:27][C@@H:24]1[CH2:25][CH2:26][C@H:21]([CH2:20][NH:19][C:17]([C:16]2[C:10]3[N:9]=[C:8]([CH:2]4[CH2:3][CH:4]5[CH2:7][CH:1]4[CH2:6][CH2:5]5)[NH:12][C:11]=3[C:13]([OH:35])=[CH:14][CH:15]=2)=[O:18])[CH2:22][CH2:23]1. The yield is 0.530. (8) The reactants are Cl.[CH:2]([CH:15]1[CH2:20][CH2:19][NH:18][CH2:17][CH2:16]1)([C:9]1[CH:14]=[CH:13][CH:12]=[CH:11][CH:10]=1)[C:3]1[CH:8]=[CH:7][CH:6]=[CH:5][CH:4]=1.F[C:22]1[CH:29]=[CH:28][C:27]([N+:30]([O-:32])=[O:31])=[CH:26][C:23]=1[C:24]#[N:25].C(=O)([O-])[O-].[K+].[K+]. The catalyst is CN(C=O)C. The product is [CH:2]([CH:15]1[CH2:20][CH2:19][N:18]([C:22]2[CH:29]=[CH:28][C:27]([N+:30]([O-:32])=[O:31])=[CH:26][C:23]=2[C:24]#[N:25])[CH2:17][CH2:16]1)([C:9]1[CH:10]=[CH:11][CH:12]=[CH:13][CH:14]=1)[C:3]1[CH:4]=[CH:5][CH:6]=[CH:7][CH:8]=1. The yield is 0.836. (9) The yield is 0.370. The reactants are [CH3:1][C:2]1[C:3]([NH:25][C@@H:26]2[CH2:30][CH2:29][O:28][CH2:27]2)=[N:4][C:5]([C:14]2[CH:19]=[CH:18][CH:17]=[C:16]([O:20][CH2:21][CH:22]3[CH2:24][O:23]3)[CH:15]=2)=[N:6][C:7]=1[N:8]1[CH2:13][CH2:12][O:11][CH2:10][CH2:9]1.[CH3:31][NH2:32]. The catalyst is CO. The product is [CH3:1][C:2]1[C:7]([N:8]2[CH2:13][CH2:12][O:11][CH2:10][CH2:9]2)=[N:6][C:5]([C:14]2[CH:15]=[C:16]([CH:17]=[CH:18][CH:19]=2)[O:20][CH2:21][CH:22]([OH:23])[CH2:24][NH:32][CH3:31])=[N:4][C:3]=1[NH:25][C@@H:26]1[CH2:30][CH2:29][O:28][CH2:27]1.